This data is from Catalyst prediction with 721,799 reactions and 888 catalyst types from USPTO. The task is: Predict which catalyst facilitates the given reaction. (1) Reactant: [C:1]([NH:5][C:6]([C:8]1[CH:13]=[CH:12][C:11]([S:14]([N:17]2[C:21](=[O:22])[N:20](CC=C)[C:19]([C:26]3[CH:31]=[CH:30][C:29]([Cl:32])=[CH:28][CH:27]=3)=[N:18]2)(=[O:16])=[O:15])=[C:10]([O:33][CH3:34])[CH:9]=1)=[O:7])([CH3:4])([CH3:3])[CH3:2].C(O)=O.C(N(CC)CC)C. Product: [C:1]([NH:5][C:6]([C:8]1[CH:13]=[CH:12][C:11]([S:14]([N:17]2[C:21](=[O:22])[NH:20][C:19]([C:26]3[CH:27]=[CH:28][C:29]([Cl:32])=[CH:30][CH:31]=3)=[N:18]2)(=[O:16])=[O:15])=[C:10]([O:33][CH3:34])[CH:9]=1)=[O:7])([CH3:4])([CH3:3])[CH3:2]. The catalyst class is: 77. (2) Reactant: C([C:3]1[N:8]=[C:7]2[C:9]([C:19](=[O:28])[NH:20][C@H:21]3[CH2:26][CH2:25][CH2:24][CH2:23][C@@H:22]3[OH:27])=[CH:10][N:11]([C:12](OC(C)(C)C)=O)[C:6]2=[CH:5][CH:4]=1)#N.C(=O)([O-])[O-].[Cs+].[Cs+].BrC[C:37]1[CH:42]=[CH:41][C:40]([F:43])=[CH:39][CH:38]=1. Product: [F:43][C:40]1[CH:41]=[CH:42][C:37]([CH2:12][N:11]2[C:6]3[C:7](=[N:8][CH:3]=[CH:4][CH:5]=3)[C:9]([C:19]([NH:20][C@H:21]3[CH2:26][CH2:25][CH2:24][CH2:23][C@@H:22]3[OH:27])=[O:28])=[CH:10]2)=[CH:38][CH:39]=1. The catalyst class is: 31.